Dataset: Catalyst prediction with 721,799 reactions and 888 catalyst types from USPTO. Task: Predict which catalyst facilitates the given reaction. (1) Reactant: [C:1]([O:5][C:6]([N:8]1[CH2:12][C@@H:11]([CH2:13][N:14]([CH:32]([CH3:34])[CH3:33])[C:15]([C:17]2[CH:25]=[C:24]3[C:20]([C:21]([CH3:31])=[CH:22][N:23]3[CH2:26][CH2:27][CH2:28][O:29][CH3:30])=[CH:19][CH:18]=2)=[O:16])[C@H:10]([CH2:35][OH:36])[CH2:9]1)=[O:7])([CH3:4])([CH3:3])[CH3:2].C(Cl)Cl.CO.CC#N.O.CC#N. Product: [C:1]([O:5][C:6]([N:8]1[CH2:12][C@@H:11]([CH2:13][N:14]([CH:32]([CH3:33])[CH3:34])[C:15]([C:17]2[CH:25]=[C:24]3[C:20]([C:21]([CH3:31])=[CH:22][N:23]3[CH2:26][CH2:27][CH2:28][O:29][CH3:30])=[CH:19][CH:18]=2)=[O:16])[C@H:10]([CH:35]=[O:36])[CH2:9]1)=[O:7])([CH3:3])([CH3:4])[CH3:2]. The catalyst class is: 6. (2) Product: [F:19][CH:2]([F:1])[C:3]1[C:4]([O:11][CH2:12][CH2:13][CH2:14][Si:15]([CH3:17])([CH3:16])[CH3:18])=[CH:5][C:6]([CH3:10])=[C:7]([N:8]=[CH:22][N:23]([CH2:24][CH3:25])[CH3:26])[CH:9]=1. Reactant: [F:1][CH:2]([F:19])[C:3]1[C:4]([O:11][CH2:12][CH2:13][CH2:14][Si:15]([CH3:18])([CH3:17])[CH3:16])=[CH:5][C:6]([CH3:10])=[C:7]([CH:9]=1)[NH2:8].CO[CH:22](OC)[N:23]([CH3:26])[CH2:24][CH3:25]. The catalyst class is: 11. (3) The catalyst class is: 3. Reactant: [CH2:1]([O:3][CH:4]([O:18][CH2:19][CH3:20])[CH2:5][CH2:6][NH:7][C:8](=[O:17])[O:9][CH2:10][C:11]1[CH:16]=[CH:15][CH:14]=[CH:13][CH:12]=1)[CH3:2].[Li+].[CH3:22][Si]([N-][Si](C)(C)C)(C)C.CI. Product: [CH2:1]([O:3][CH:4]([O:18][CH2:19][CH3:20])[CH2:5][CH2:6][N:7]([CH3:22])[C:8](=[O:17])[O:9][CH2:10][C:11]1[CH:12]=[CH:13][CH:14]=[CH:15][CH:16]=1)[CH3:2].